Dataset: Forward reaction prediction with 1.9M reactions from USPTO patents (1976-2016). Task: Predict the product of the given reaction. (1) The product is: [Cl:30][C:27]1[CH:28]=[CH:29][C:23]2[CH:22]=[C:21]([S:18]([N:15]3[CH2:16][CH2:17][N:12]([CH2:11][C:8]4[S:9][CH:10]=[C:6]([C:4]([OH:5])=[O:3])[N:7]=4)[C:13](=[O:31])[CH2:14]3)(=[O:20])=[O:19])[S:25][C:24]=2[CH:26]=1. Given the reactants C([O:3][C:4]([C:6]1[N:7]=[C:8]([CH2:11][N:12]2[CH2:17][CH2:16][N:15]([S:18]([C:21]3[S:25][C:24]4[CH:26]=[C:27]([Cl:30])[CH:28]=[CH:29][C:23]=4[CH:22]=3)(=[O:20])=[O:19])[CH2:14][C:13]2=[O:31])[S:9][CH:10]=1)=[O:5])C.[OH-].[Na+], predict the reaction product. (2) The product is: [Cl:1][C:2]1[CH:7]=[N:6][C:5]([NH:25][C@H:15]2[C:24]3[C:19](=[CH:20][CH:21]=[CH:22][CH:23]=3)[CH2:18][CH2:17][CH2:16]2)=[N:4][CH:3]=1. Given the reactants [Cl:1][C:2]1[C:3](C(O)=O)=[N:4][C:5](S(C)(=O)=O)=[N:6][CH:7]=1.[C@H:15]1([NH2:25])[C:24]2[C:19](=[CH:20][CH:21]=[CH:22][CH:23]=2)[CH2:18][CH2:17][CH2:16]1.C1(C(N)C2CCCCC2)CCCCC1, predict the reaction product. (3) Given the reactants Cl[CH:2]([CH2:13][CH3:14])[C:3]([NH:5][C:6]1[CH:11]=[CH:10][C:9]([F:12])=[CH:8][CH:7]=1)=[O:4].[OH:15][C:16]1[CH:25]=[CH:24][C:19]([C:20]([O:22][CH3:23])=[O:21])=[CH:18][CH:17]=1.C(=O)([O-])[O-].[K+].[K+].O, predict the reaction product. The product is: [F:12][C:9]1[CH:10]=[CH:11][C:6]([NH:5][C:3]([CH:2]([O:15][C:16]2[CH:17]=[CH:18][C:19]([C:20]([O:22][CH3:23])=[O:21])=[CH:24][CH:25]=2)[CH2:13][CH3:14])=[O:4])=[CH:7][CH:8]=1. (4) Given the reactants Br[C:2]1[CH:20]=[CH:19][C:5]2[N:6]=[C:7]([C@H:9]3[CH2:12][C@H:11]([N:13]4[CH2:17][CH2:16][CH2:15][C@H:14]4C)[CH2:10]3)[S:8][C:4]=2[CH:3]=1.[CH3:21][O:22][C:23]1[N:28]=[CH:27][C:26](B(O)O)=[CH:25][N:24]=1.N1C=C(B(O)O)C=NC=1, predict the reaction product. The product is: [CH3:21][O:22][C:23]1[N:28]=[CH:27][C:26]([C:2]2[CH:20]=[CH:19][C:5]3[N:6]=[C:7]([C@H:9]4[CH2:12][C@@H:11]([N:13]5[CH2:14][CH2:15][CH2:16][CH2:17]5)[CH2:10]4)[S:8][C:4]=3[CH:3]=2)=[CH:25][N:24]=1.